Dataset: Catalyst prediction with 721,799 reactions and 888 catalyst types from USPTO. Task: Predict which catalyst facilitates the given reaction. (1) Reactant: C(OC([N:8]1[C:12]([C:13]2[CH:14]=[CH:15][C:16]3[N:17]([C:19]([C:40]4[CH:45]=[CH:44][CH:43]=[CH:42][CH:41]=4)=[C:20]([C:22]4[CH:27]=[CH:26][C:25]([C:28]5([NH:32]C(OC(C)(C)C)=O)[CH2:31][CH2:30][CH2:29]5)=[CH:24][CH:23]=4)[N:21]=3)[CH:18]=2)=[CH:11][C:10]([CH3:46])=[N:9]1)=O)(C)(C)C.Cl.[OH-].[Na+]. Product: [CH3:46][C:10]1[CH:11]=[C:12]([C:13]2[CH:14]=[CH:15][C:16]3[N:17]([C:19]([C:40]4[CH:45]=[CH:44][CH:43]=[CH:42][CH:41]=4)=[C:20]([C:22]4[CH:23]=[CH:24][C:25]([C:28]5([NH2:32])[CH2:29][CH2:30][CH2:31]5)=[CH:26][CH:27]=4)[N:21]=3)[CH:18]=2)[NH:8][N:9]=1. The catalyst class is: 61. (2) Reactant: S(S([O-])=O)([O-])=O.[Na+].[Na+].[Cl:9][CH2:10][CH2:11][CH2:12][CH2:13][NH:14][C:15]1[C:20]([N+:21]([O-])=O)=[C:19]([O:24][C:25]2[CH:30]=[CH:29][CH:28]=[CH:27][CH:26]=2)[N:18]=[C:17]([CH3:31])[C:16]=1[CH3:32].C(O)C. Product: [Cl:9][CH2:10][CH2:11][CH2:12][CH2:13][NH:14][C:15]1[C:16]([CH3:32])=[C:17]([CH3:31])[N:18]=[C:19]([O:24][C:25]2[CH:26]=[CH:27][CH:28]=[CH:29][CH:30]=2)[C:20]=1[NH2:21]. The catalyst class is: 6. (3) The catalyst class is: 17. Product: [Cl:22][C:17]1[CH:18]=[C:19]([O:21][S:25]([C:24]([F:37])([F:36])[F:23])(=[O:27])=[O:26])[CH:20]=[C:2]([Cl:1])[C:3]=1[CH2:4][C@@H:5]1[CH2:9][CH2:8][N:7]([N:10]2[CH2:15][CH2:14][O:13][CH2:12][CH2:11]2)[C:6]1=[O:16]. Reactant: [Cl:1][C:2]1[CH:20]=[C:19]([OH:21])[CH:18]=[C:17]([Cl:22])[C:3]=1[CH2:4][C@@H:5]1[CH2:9][CH2:8][N:7]([N:10]2[CH2:15][CH2:14][O:13][CH2:12][CH2:11]2)[C:6]1=[O:16].[F:23][C:24]([F:37])([F:36])[S:25](O[S:25]([C:24]([F:37])([F:36])[F:23])(=[O:27])=[O:26])(=[O:27])=[O:26]. (4) Reactant: C[O:2][C:3](=O)[CH:4]([CH:10]([CH3:13])[CH:11]=O)[CH2:5][C:6]([O:8][CH3:9])=[O:7].C(O)(=O)C.O.[NH2:20][NH2:21]. Product: [CH3:9][O:8][C:6](=[O:7])[CH2:5][CH:4]1[CH:10]([CH3:13])[CH:11]=[N:21][NH:20][C:3]1=[O:2]. The catalyst class is: 8.